Dataset: Catalyst prediction with 721,799 reactions and 888 catalyst types from USPTO. Task: Predict which catalyst facilitates the given reaction. (1) Reactant: [ClH:1].[O:2]([C:9]1[CH:14]=[CH:13][C:12]([S:15]([CH2:18][C:19]2([C:28]([OH:30])=O)[CH2:24][CH2:23][N:22]([CH2:25][C:26]#[CH:27])[CH2:21][CH2:20]2)(=[O:17])=[O:16])=[CH:11][CH:10]=1)[C:3]1[CH:8]=[CH:7][CH:6]=[CH:5][CH:4]=1.Cl.CN(C)CCCN=C=NCC.CN1CCOCC1.[NH2:50][OH:51]. Product: [ClH:1].[OH:51][NH:50][C:28]([C:19]1([CH2:18][S:15]([C:12]2[CH:13]=[CH:14][C:9]([O:2][C:3]3[CH:4]=[CH:5][CH:6]=[CH:7][CH:8]=3)=[CH:10][CH:11]=2)(=[O:16])=[O:17])[CH2:24][CH2:23][N:22]([CH2:25][C:26]#[CH:27])[CH2:21][CH2:20]1)=[O:30]. The catalyst class is: 18. (2) Reactant: [H-].[Na+].[OH:3][C@:4]1([C:22]2[CH:31]=[CH:30][C:29]3[C:24](=[CH:25][C:26]([CH:34]=[CH2:35])=[C:27]([O:32][CH3:33])[CH:28]=3)[CH:23]=2)[CH2:8][N:7]([C:9]([O:11][CH2:12][CH2:13][Si:14]([CH3:17])([CH3:16])[CH3:15])=[O:10])[C@H:6]([C:18]([O:20][CH3:21])=[O:19])[CH2:5]1.[CH3:36]I. Product: [CH3:36][O:3][C@:4]1([C:22]2[CH:31]=[CH:30][C:29]3[C:24](=[CH:25][C:26]([CH:34]=[CH2:35])=[C:27]([O:32][CH3:33])[CH:28]=3)[CH:23]=2)[CH2:8][N:7]([C:9]([O:11][CH2:12][CH2:13][Si:14]([CH3:17])([CH3:16])[CH3:15])=[O:10])[C@H:6]([C:18]([O:20][CH3:21])=[O:19])[CH2:5]1. The catalyst class is: 3. (3) Reactant: [CH3:1][C:2]1[N:9]2[C:5]([S:6][C:7]([C:10]([NH:12][NH2:13])=[O:11])=[N:8]2)=[CH:4][N:3]=1.[Cl:14][C:15]1[CH:20]=[CH:19][C:18]([CH2:21][N:22]=[C:23]=O)=[CH:17][C:16]=1[Cl:25].ClC(Cl)(Cl)Cl.CCN(CC)CC.C1(P(C2C=CC=CC=2)C2C=CC=CC=2)C=CC=CC=1. Product: [Cl:25][C:16]1[CH:17]=[C:18]([CH:19]=[CH:20][C:15]=1[Cl:14])[CH2:21][NH:22][C:23]1[O:11][C:10]([C:7]2[S:6][C:5]3=[CH:4][N:3]=[C:2]([CH3:1])[N:9]3[N:8]=2)=[N:12][N:13]=1. The catalyst class is: 1. (4) The catalyst class is: 6. Product: [F:1][C:2]1[CH:3]=[C:4]([C:8]2[C:16]3[C:11](=[CH:12][CH:13]=[C:20]([C:19]([OH:22])=[O:21])[CH:15]=3)[NH:10][N:9]=2)[CH:5]=[CH:6][CH:7]=1. Reactant: [F:1][C:2]1[CH:3]=[C:4]([C:8]2[C:16]3[C:11](=[CH:12][CH:13]=C(C#N)[CH:15]=3)[NH:10][N:9]=2)[CH:5]=[CH:6][CH:7]=1.[C:19]([OH:22])(=[O:21])[CH3:20].S(=O)(=O)(O)O. (5) Reactant: [O:1]1[CH:5]=[CH:4][C:3]([C:6](=[O:32])[CH2:7][CH2:8][C:9]2([C:30]#[N:31])[CH2:16][C:15]3[C:10]2=[CH:11][C:12]([O:19][Si:20]([CH:27]([CH3:29])[CH3:28])([CH:24]([CH3:26])[CH3:25])[CH:21]([CH3:23])[CH3:22])=[C:13]([O:17][CH3:18])[CH:14]=3)=[CH:2]1.[CH2:33](O)[CH2:34][OH:35].CC1C=CC(S(O)(=O)=O)=CC=1.C([O-])(O)=O.[Na+]. Product: [O:1]1[CH:5]=[CH:4][C:3]([C:6]2([CH2:7][CH2:8][C:9]3([C:30]#[N:31])[CH2:16][C:15]4[C:10]3=[CH:11][C:12]([O:19][Si:20]([CH:27]([CH3:29])[CH3:28])([CH:24]([CH3:25])[CH3:26])[CH:21]([CH3:22])[CH3:23])=[C:13]([O:17][CH3:18])[CH:14]=4)[O:35][CH2:34][CH2:33][O:32]2)=[CH:2]1. The catalyst class is: 48. (6) Reactant: [N:1]([C@H:4]1[C@H:9]2[CH2:10][C@H:6]([C@@H:7]([C:18]([O:20][CH3:21])=[O:19])[N:8]2[C:11]([O:13][C:14]([CH3:17])([CH3:16])[CH3:15])=[O:12])[CH2:5]1)=[N+]=[N-].[H][H]. Product: [NH2:1][C@H:4]1[C@H:9]2[CH2:10][C@H:6]([C@@H:7]([C:18]([O:20][CH3:21])=[O:19])[N:8]2[C:11]([O:13][C:14]([CH3:15])([CH3:16])[CH3:17])=[O:12])[CH2:5]1. The catalyst class is: 19. (7) Reactant: [N:1]1[N:2]2[CH2:11][CH2:10][CH2:9][C:3]2=[CH:4][C:5]=1[C:6]([O-])=[O:7].[K+].CN(C)C=O.C(Cl)(=O)C(Cl)=O.Cl.[CH3:25][NH:26][O:27][CH3:28].N1C=CC=CC=1. Product: [CH3:28][O:27][N:26]([CH3:25])[C:6]([C:5]1[CH:4]=[C:3]2[CH2:9][CH2:10][CH2:11][N:2]2[N:1]=1)=[O:7]. The catalyst class is: 46.